From a dataset of Full USPTO retrosynthesis dataset with 1.9M reactions from patents (1976-2016). Predict the reactants needed to synthesize the given product. (1) Given the product [N:36]1([CH2:23][CH2:24][O:25][C:26]2[CH:27]=[CH:28][C:29]([O:19][C:16]3[CH:17]=[C:18]4[C:13](=[CH:14][CH:15]=3)[N:12]=[CH:11][N:10]=[C:9]4[NH:8][C:5]3[CH:4]=[N:3][C:2]([CH3:1])=[CH:7][N:6]=3)=[N:30][CH:31]=2)[CH2:39][CH2:38][CH2:37]1, predict the reactants needed to synthesize it. The reactants are: [CH3:1][C:2]1[N:3]=[CH:4][C:5]([NH:8][C:9]2[C:18]3[C:13](=[CH:14][CH:15]=[C:16]([OH:19])[CH:17]=3)[N:12]=[CH:11][N:10]=2)=[N:6][CH:7]=1.C(O[CH:23](OCC)[CH2:24][O:25][C:26]1[CH:27]=[CH:28][C:29](F)=[N:30][CH:31]=1)C.[NH:36]1[CH2:39][CH2:38][CH2:37]1. (2) Given the product [CH2:1]([N:8]1[CH2:13][CH2:12][N:11]([C:14]([O:16][C:17]([CH3:18])([CH3:19])[CH3:20])=[O:15])[C@H:10]([CH2:21][N:22]([C:40](=[O:41])[CH2:39][CH2:35][C:36]([O:37][CH2:31][CH3:32])=[O:44])[CH:23]([CH3:25])[CH3:24])[CH2:9]1)[C:2]1[CH:3]=[CH:4][CH:5]=[CH:6][CH:7]=1, predict the reactants needed to synthesize it. The reactants are: [CH2:1]([N:8]1[CH2:13][CH2:12][N:11]([C:14]([O:16][C:17]([CH3:20])([CH3:19])[CH3:18])=[O:15])[C@H:10]([CH2:21][NH:22][CH:23]([CH3:25])[CH3:24])[CH2:9]1)[C:2]1[CH:7]=[CH:6][CH:5]=[CH:4][CH:3]=1.C(N([CH2:31][CH3:32])CC)C.C([CH:35]([CH2:39][C:40](Cl)=[O:41])[C:36](Cl)=[O:37])C.C(=O)(O)[O-:44].[Na+]. (3) Given the product [CH:60]1([N:81]2[C:28]3[N:29]=[C:30]([NH:33][C:34]4[CH:41]=[CH:40][C:39]([C:43]([NH:17][C@H:14]5[CH2:15][CH2:16][C@@H:11]([N:8]6[CH2:9][CH2:10][N:5]([CH2:4][CH:1]7[CH2:2][CH2:3]7)[CH2:6][CH2:7]6)[CH2:12][CH2:13]5)=[O:45])=[C:37]5[C:38]=4[O:82][CH2:42][CH2:36]5)[N:31]=[CH:32][C:27]=3[N:26]([CH3:46])[C:25](=[O:47])[C@H:24]2[CH2:48][CH3:49])[CH2:61][CH2:62][CH2:63][CH2:58]1.[CH:63]1([CH2:58][CH:7]2[CH2:6][NH:5][CH2:10][CH2:9][N:8]2[C@@H:11]2[CH2:12][CH2:13][C@H:14]([C:39]3([C:43]([NH2:75])=[O:45])[CH:37]4[CH2:38][CH2:34][O:35][C:36]4=[CH:42][CH:41]=[CH:40]3)[CH2:15][CH2:16]2)[CH2:61][CH2:62]1, predict the reactants needed to synthesize it. The reactants are: [CH:1]1([CH2:4][N:5]2[CH2:10][CH2:9][N:8]([C@@H:11]3[CH2:16][CH2:15][C@H:14]([NH2:17])[CH2:13][CH2:12]3)[CH2:7][CH2:6]2)[CH2:3][CH2:2]1.C1(N2[C:32]3[N:31]=[C:30]([NH:33][CH:34]4[CH2:38][C:37]5=[C:39]([C:43]([OH:45])=O)[CH:40]=[CH:41][CH:42]=[C:36]5[O:35]4)[N:29]=[CH:28][C:27]=3[N:26]([CH3:46])[C:25](=[O:47])[C@H:24]2[CH2:48][CH3:49])CCCC1.F[B-](F)(F)F.N1(OC(N(C)C)=[N+](C)C)C2[CH:60]=[CH:61][CH:62]=[CH:63][C:58]=2N=N1.C([N:75](C(C)C)CC)(C)C.[NH3:81].[OH2:82]. (4) Given the product [O:9]1[CH2:10][CH2:11][C:5]([C:3]([OH:4])=[O:2])=[CH:6][C:7]2[CH:15]=[CH:14][CH:13]=[CH:12][C:8]1=2, predict the reactants needed to synthesize it. The reactants are: C[O:2][C:3]([C:5]1[CH2:11][CH2:10][O:9][C:8]2[CH:12]=[CH:13][CH:14]=[CH:15][C:7]=2[CH:6]=1)=[O:4].[OH-].[Na+]. (5) Given the product [CH2:40]([O:39][C:37](=[O:38])[C:36]([CH3:43])([O:1][C:2]1[CH:7]=[CH:6][C:5]([CH2:8][CH2:9][C:10]2[N:11]([CH2:26][CH2:27][CH3:28])[C:12](=[O:25])[N:13]([C:15]3[CH:20]=[CH:19][C:18]([C:21]([F:24])([F:23])[F:22])=[CH:17][CH:16]=3)[N:14]=2)=[CH:4][CH:3]=1)[CH3:42])[CH3:41], predict the reactants needed to synthesize it. The reactants are: [OH:1][C:2]1[CH:7]=[CH:6][C:5]([CH2:8][CH2:9][C:10]2[N:11]([CH2:26][CH2:27][CH3:28])[C:12](=[O:25])[N:13]([C:15]3[CH:20]=[CH:19][C:18]([C:21]([F:24])([F:23])[F:22])=[CH:17][CH:16]=3)[N:14]=2)=[CH:4][CH:3]=1.C(=O)([O-])[O-].[Cs+].[Cs+].Br[C:36]([CH3:43])([CH3:42])[C:37]([O:39][CH2:40][CH3:41])=[O:38]. (6) The reactants are: [CH2:1]([NH:5][C:6](=[O:43])[C:7](=[CH2:42])[CH2:8][C@H:9]([OH:41])[C@@H:10]([NH:33][C:34]([O:36][C:37]([CH3:40])([CH3:39])[CH3:38])=[O:35])[CH2:11][C@@H:12]([CH:30]([CH3:32])[CH3:31])[CH2:13][C:14]1[CH:19]=[CH:18][C:17]([O:20][CH3:21])=[C:16]([O:22][CH2:23][C:24]2[CH:29]=[CH:28][CH:27]=[CH:26][CH:25]=2)[CH:15]=1)[CH2:2][CH2:3][CH3:4].CCN(CC)CC. Given the product [CH2:1]([NH:5][C:6](=[O:43])[C@H:7]([CH3:42])[CH2:8][C@H:9]([OH:41])[C@@H:10]([NH:33][C:34]([O:36][C:37]([CH3:38])([CH3:40])[CH3:39])=[O:35])[CH2:11][C@@H:12]([CH:30]([CH3:31])[CH3:32])[CH2:13][C:14]1[CH:19]=[CH:18][C:17]([O:20][CH3:21])=[C:16]([O:22][CH2:23][C:24]2[CH:25]=[CH:26][CH:27]=[CH:28][CH:29]=2)[CH:15]=1)[CH2:2][CH2:3][CH3:4], predict the reactants needed to synthesize it.